This data is from Forward reaction prediction with 1.9M reactions from USPTO patents (1976-2016). The task is: Predict the product of the given reaction. (1) Given the reactants [CH3:1][C:2]1[CH:7]=[CH:6][CH:5]=[C:4]([N+:8]([O-])=O)[C:3]=1[S:11]([NH:14][C:15]1[CH:16]=[CH:17][CH:18]=[C:19]2[C:24]=1[N:23]=[CH:22][CH:21]=[CH:20]2)(=[O:13])=[O:12].Cl[Sn]Cl, predict the reaction product. The product is: [NH2:8][C:4]1[CH:5]=[CH:6][CH:7]=[C:2]([CH3:1])[C:3]=1[S:11]([NH:14][C:15]1[CH:16]=[CH:17][CH:18]=[C:19]2[C:24]=1[N:23]=[CH:22][CH:21]=[CH:20]2)(=[O:13])=[O:12]. (2) Given the reactants [CH:1]1[C:9]2[C:8]3[CH:10]=[CH:11][CH:12]=[CH:13][C:7]=3[O:6][C:5]=2[C:4]([NH:14][C:15]2[C:20]([N+:21]([O-])=O)=[CH:19][CH:18]=[CH:17][N:16]=2)=[CH:3][CH:2]=1, predict the reaction product. The product is: [CH:1]1[C:9]2[C:8]3[CH:10]=[CH:11][CH:12]=[CH:13][C:7]=3[O:6][C:5]=2[C:4]([NH:14][C:15]2[C:20]([NH2:21])=[CH:19][CH:18]=[CH:17][N:16]=2)=[CH:3][CH:2]=1. (3) Given the reactants C(O)(C(F)(F)F)=O.[Cl:8][C:9]1[CH:14]=[CH:13][CH:12]=[C:11]([Cl:15])[C:10]=1[N:16]1[CH:48]=[CH:47][C:19]2[N:20]=[C:21]([NH:24][C:25]3[CH:26]=[CH:27][C:28]([N:41]4[CH2:46][CH2:45][O:44][CH2:43][CH2:42]4)=[C:29]([CH:40]=3)[CH2:30][N:31](C)[C:32](=O)OC(C)(C)C)[N:22]=[CH:23][C:18]=2[C:17]1=[O:49], predict the reaction product. The product is: [Cl:15][C:11]1[CH:12]=[CH:13][CH:14]=[C:9]([Cl:8])[C:10]=1[N:16]1[CH:48]=[CH:47][C:19]2[N:20]=[C:21]([NH:24][C:25]3[CH:26]=[CH:27][C:28]([N:41]4[CH2:42][CH2:43][O:44][CH2:45][CH2:46]4)=[C:29]([CH2:30][NH:31][CH3:32])[CH:40]=3)[N:22]=[CH:23][C:18]=2[C:17]1=[O:49]. (4) Given the reactants C(OC(=O)[NH:7][CH2:8][C@@H:9]1[O:14][CH2:13][CH2:12][N:11]([C:15]2[CH:20]=[CH:19][CH:18]=[C:17]([CH:21]([NH:23][C:24](=[O:35])[CH:25]=[CH:26][C:27]3[CH:32]=[CH:31][C:30]([F:33])=[C:29]([F:34])[CH:28]=3)[CH3:22])[CH:16]=2)[CH2:10]1)(C)(C)C.Cl, predict the reaction product. The product is: [NH2:7][CH2:8][CH:9]1[O:14][CH2:13][CH2:12][N:11]([C:15]2[CH:16]=[C:17]([C@@H:21]([NH:23][C:24](=[O:35])[CH:25]=[CH:26][C:27]3[CH:32]=[CH:31][C:30]([F:33])=[C:29]([F:34])[CH:28]=3)[CH3:22])[CH:18]=[CH:19][CH:20]=2)[CH2:10]1. (5) Given the reactants [S:1]([NH2:5])([NH2:4])(=[O:3])=[O:2].N[C:7]1[CH:14]=[CH:13][CH:12]=[C:11]([NH:15][CH:16]([CH3:18])[CH3:17])[C:8]=1[C:9]#[N:10].[OH-].[Na+], predict the reaction product. The product is: [CH:16]([NH:15][C:11]1[C:8]2[C:9]([NH2:10])=[N:5][S:1](=[O:3])(=[O:2])[NH:4][C:7]=2[CH:14]=[CH:13][CH:12]=1)([CH3:18])[CH3:17]. (6) Given the reactants Cl.[NH2:2][CH2:3][CH:4]([C:7]1[C:16]2[C:11](=[CH:12][CH:13]=[C:14]([O:17][CH3:18])[CH:15]=2)[CH:10]=[CH:9][CH:8]=1)[CH2:5][OH:6].C(=O)([O-])[O-].[K+].[K+].[Cl-].[CH2:26]([OH:29])[CH2:27][CH3:28], predict the reaction product. The product is: [OH:6][CH2:5][CH:4]([C:7]1[C:16]2[C:11](=[CH:12][CH:13]=[C:14]([O:17][CH3:18])[CH:15]=2)[CH:10]=[CH:9][CH:8]=1)[CH2:3][NH:2][C:26](=[O:29])[CH2:27][CH3:28].